From a dataset of Volume of distribution at steady state (VDss) regression data from Lombardo et al.. Regression/Classification. Given a drug SMILES string, predict its absorption, distribution, metabolism, or excretion properties. Task type varies by dataset: regression for continuous measurements (e.g., permeability, clearance, half-life) or binary classification for categorical outcomes (e.g., BBB penetration, CYP inhibition). For this dataset (vdss_lombardo), we predict log10(VDss) (log10 of volume of distribution in L/kg). (1) The compound is CC[NH+]1CCCC1CNC(=O)c1cc(S(N)(=O)=O)ccc1OC. The log10(VDss) is -0.0300. (2) The molecule is CC(CN1CC(=O)NC(=O)C1)N1CC(=O)NC(=O)C1. The log10(VDss) is -0.260. (3) The compound is CC(C)(C)[NH2+]CC(O)c1cc(O)cc(O)c1. The log10(VDss) is 0.180. (4) The drug is CCCC1CC(C(=O)NC(C(C)O)C2OC(SC)C(O)C(O)C2O)[NH+](C)C1. The log10(VDss) is 0. (5) The drug is Nc1nc2c(ncn2COCCO)c(=O)[nH]1. The log10(VDss) is -0.150. (6) The drug is OC(CC[NH+]1CCCC1)(c1ccccc1)C1CCCCC1. The log10(VDss) is -0.130. (7) The drug is CCN(CC)C(=O)/C(C#N)=C/c1cc(O)c([O-])c([N+](=O)[O-])c1. The log10(VDss) is -0.570. (8) The compound is NC(=O)c1cccc(N)c1. The log10(VDss) is 0.280.